From a dataset of Full USPTO retrosynthesis dataset with 1.9M reactions from patents (1976-2016). Predict the reactants needed to synthesize the given product. (1) Given the product [Cl:22][C:5]1[CH:4]=[CH:3][C:2]([CH:23]=[CH2:24])=[CH:21][C:6]=1[C:7]([NH:9][CH2:10][C:11]12[CH2:20][CH:15]3[CH2:16][CH:17]([CH2:19][CH:13]([CH2:14]3)[CH2:12]1)[CH2:18]2)=[O:8], predict the reactants needed to synthesize it. The reactants are: Br[C:2]1[CH:3]=[CH:4][C:5]([Cl:22])=[C:6]([CH:21]=1)[C:7]([NH:9][CH2:10][C:11]12[CH2:20][CH:15]3[CH2:16][CH:17]([CH2:19][CH:13]([CH2:14]3)[CH2:12]1)[CH2:18]2)=[O:8].[CH2:23](C([Sn])=C(CCCC)CCCC)[CH2:24]CC.[F-].[Cs+]. (2) Given the product [NH2:14][C:3]1[C:2]([O:37][C:33]2[CH:34]=[CH:35][CH:36]=[C:31]([O:30][CH2:28][CH3:29])[CH:32]=2)=[CH:13][C:6]2[N:7]([CH3:12])[C:8](=[O:11])[N:9]([CH3:10])[C:5]=2[CH:4]=1, predict the reactants needed to synthesize it. The reactants are: Br[C:2]1[C:3]([NH:14]C(=O)C(F)(F)F)=[CH:4][C:5]2[N:9]([CH3:10])[C:8](=[O:11])[N:7]([CH3:12])[C:6]=2[CH:13]=1.CN(C)CC(O)=O.[CH2:28]([O:30][C:31]1[CH:32]=[C:33]([OH:37])[CH:34]=[CH:35][CH:36]=1)[CH3:29].C(=O)([O-])[O-].[Cs+].[Cs+].FC(F)(F)C(N)=O. (3) Given the product [Cl:34][C:31]1[CH:30]=[CH:29][C:28]([S:25]([CH:24]([C:35]2[CH:40]=[C:39]([F:41])[CH:38]=[CH:37][C:36]=2[F:42])[CH2:23][CH2:22][S:21][CH2:20][CH2:19][OH:18])(=[O:27])=[O:26])=[CH:33][CH:32]=1, predict the reactants needed to synthesize it. The reactants are: [Si]([O:18][CH2:19][CH2:20][S:21][CH2:22][CH2:23][CH:24]([C:35]1[CH:40]=[C:39]([F:41])[CH:38]=[CH:37][C:36]=1[F:42])[S:25]([C:28]1[CH:33]=[CH:32][C:31]([Cl:34])=[CH:30][CH:29]=1)(=[O:27])=[O:26])(C(C)(C)C)(C1C=CC=CC=1)C1C=CC=CC=1.[F-].C([N+](CCCC)(CCCC)CCCC)CCC.O. (4) Given the product [C:1]([O:5][C:6]([N:8]1[CH2:13][CH2:12][CH2:11][C@H:10]([C:14]2[O:18][N:17]=[C:16]([O:26][C:20]3[CH:25]=[CH:24][CH:23]=[CH:22][CH:21]=3)[N:15]=2)[CH2:9]1)=[O:7])([CH3:4])([CH3:3])[CH3:2], predict the reactants needed to synthesize it. The reactants are: [C:1]([O:5][C:6]([N:8]1[CH2:13][CH2:12][CH2:11][C@H:10]([C:14]2[O:18][N:17]=[C:16](Br)[N:15]=2)[CH2:9]1)=[O:7])([CH3:4])([CH3:3])[CH3:2].[C:20]1([OH:26])[CH:25]=[CH:24][CH:23]=[CH:22][CH:21]=1.C([O-])([O-])=O.[Cs+].[Cs+]. (5) Given the product [F:13][C:9]1[C:8]([F:14])=[C:7]2[C:12]([C:3]([CH2:2][N:16]3[C:20]4[CH:21]=[CH:22][CH:23]=[CH:24][C:19]=4[N:18]=[C:17]3[CH2:25][N:26]3[CH2:31][CH2:30][O:29][CH2:28][CH2:27]3)=[CH:4][C:5](=[O:15])[NH:6]2)=[CH:11][CH:10]=1, predict the reactants needed to synthesize it. The reactants are: Br[CH2:2][C:3]1[C:12]2[C:7](=[C:8]([F:14])[C:9]([F:13])=[CH:10][CH:11]=2)[NH:6][C:5](=[O:15])[CH:4]=1.[NH:16]1[C:20]2[CH:21]=[CH:22][CH:23]=[CH:24][C:19]=2[N:18]=[C:17]1[CH2:25][N:26]1[CH2:31][CH2:30][O:29][CH2:28][CH2:27]1. (6) Given the product [C:1]([C:3]1[CH:36]=[CH:35][C:6]([CH2:7][C@@:8]2([CH3:34])[N:12]3[C:13]([C:16]([NH:18][C:19]4([C:22](=[O:23])[NH:68][CH2:67][CH2:66][C:65]5[N:61]=[N:62][NH:63][N:64]=5)[CH2:20][CH2:21]4)=[O:17])=[CH:14][N:15]=[C:11]3[N:10]([C:25]3[CH:26]=[C:27]([Cl:32])[CH:28]=[C:29]([Cl:31])[CH:30]=3)[C:9]2=[O:33])=[CH:5][CH:4]=1)#[N:2], predict the reactants needed to synthesize it. The reactants are: [C:1]([C:3]1[CH:36]=[CH:35][C:6]([CH2:7][C@@:8]2([CH3:34])[N:12]3[C:13]([C:16]([NH:18][C:19]4([C:22](O)=[O:23])[CH2:21][CH2:20]4)=[O:17])=[CH:14][N:15]=[C:11]3[N:10]([C:25]3[CH:30]=[C:29]([Cl:31])[CH:28]=[C:27]([Cl:32])[CH:26]=3)[C:9]2=[O:33])=[CH:5][CH:4]=1)#[N:2].CN(C(ON1N=NC2C=CC=NC1=2)=[N+](C)C)C.F[P-](F)(F)(F)(F)F.[NH:61]1[C:65]([CH2:66][CH2:67][NH2:68])=[N:64][N:63]=[N:62]1.CCN(CC)CC. (7) The reactants are: [Cl:1][CH2:2][C:3]1[S:4][CH:5]=[C:6]([C:8]2[CH:9]=[C:10]3[C:14](=[CH:15][CH:16]=2)[N:13]([CH3:17])[C:12]2[N:18]([CH3:31])[C:19](=[O:30])[C:20]([C:22]4[CH:27]=[CH:26][C:25]([Cl:28])=[CH:24][C:23]=4[Cl:29])=[CH:21][C:11]3=2)[N:7]=1.[NH2:32][CH2:33][CH2:34][N:35]1[CH2:40][CH2:39][O:38][CH2:37][CH2:36]1. Given the product [ClH:1].[Cl:29][C:23]1[CH:24]=[C:25]([Cl:28])[CH:26]=[CH:27][C:22]=1[C:20]1[C:19](=[O:30])[N:18]([CH3:31])[C:12]2[N:13]([CH3:17])[C:14]3[C:10]([C:11]=2[CH:21]=1)=[CH:9][C:8]([C:6]1[N:7]=[C:3]([CH2:2][NH:32][CH2:33][CH2:34][N:35]2[CH2:40][CH2:39][O:38][CH2:37][CH2:36]2)[S:4][CH:5]=1)=[CH:16][CH:15]=3, predict the reactants needed to synthesize it. (8) Given the product [C:1]([O:5][C:6]([N:8]1[CH2:12][C@H:11]([F:13])[C@@H:10]([O:14][CH3:15])[C@H:9]1[C:16](=[O:18])[NH:44][CH:40]1[CH2:41][CH2:42][CH2:43][C:38]([CH3:45])([CH3:37])[CH2:39]1)=[O:7])([CH3:2])([CH3:3])[CH3:4], predict the reactants needed to synthesize it. The reactants are: [C:1]([O:5][C:6]([N:8]1[CH2:12][C@H:11]([F:13])[C@@H:10]([O:14][CH3:15])[C@H:9]1[C:16]([OH:18])=O)=[O:7])([CH3:4])([CH3:3])[CH3:2].C(OC(N1C[C@@H](OC)[C@H](F)[C@H]1C(O)=O)=O)(C)(C)C.[CH3:37][C:38]1([CH3:45])[CH2:43][CH2:42][CH2:41][CH:40]([NH2:44])[CH2:39]1.CN(C(ON1N=NC2C=CC=CC1=2)=[N+](C)C)C.F[P-](F)(F)(F)(F)F.CCN(C(C)C)C(C)C. (9) Given the product [CH2:14]([S:19][C:2]1[CH:9]=[CH:8][CH:7]=[CH:6][C:3]=1[C:4]#[N:5])[CH3:13], predict the reactants needed to synthesize it. The reactants are: F[C:2]1[CH:9]=[CH:8][CH:7]=[CH:6][C:3]=1[C:4]#[N:5].BrC1C=[CH:13][C:14]([S:19]CC)=C(C=1)C=O.